Task: Predict the product of the given reaction.. Dataset: Forward reaction prediction with 1.9M reactions from USPTO patents (1976-2016) (1) Given the reactants [F:1][CH2:2][CH2:3][O:4][C:5]1[CH:6]=[C:7]([C:11]2[CH:12]=[C:13]([CH:17]([NH:23][C:24]([C@@H:26]3[CH2:31][CH2:30][CH2:29][N:28]([C:32](=[O:48])[CH2:33][CH2:34][CH:35]4[CH2:40][CH2:39][N:38]([C:41]([O:43][C:44]([CH3:47])([CH3:46])[CH3:45])=[O:42])[CH2:37][CH2:36]4)[CH2:27]3)=[O:25])[CH2:18][C:19]([O:21]C)=[O:20])[CH:14]=[N:15][CH:16]=2)[CH:8]=[CH:9][CH:10]=1.O.O.O.O.O.O.O.O.[OH-].[Ba+2].[OH-], predict the reaction product. The product is: [C:44]([O:43][C:41]([N:38]1[CH2:37][CH2:36][CH:35]([CH2:34][CH2:33][C:32]([N:28]2[CH2:29][CH2:30][CH2:31][C@@H:26]([C:24]([NH:23][CH:17]([C:13]3[CH:14]=[N:15][CH:16]=[C:11]([C:7]4[CH:8]=[CH:9][CH:10]=[C:5]([O:4][CH2:3][CH2:2][F:1])[CH:6]=4)[CH:12]=3)[CH2:18][C:19]([OH:21])=[O:20])=[O:25])[CH2:27]2)=[O:48])[CH2:40][CH2:39]1)=[O:42])([CH3:47])([CH3:46])[CH3:45]. (2) Given the reactants C(N1CCN(C2C=[C:11]([NH:15][C:16]([C:18]3[C:19]4[N:20]=[CH:21][CH:22]=[N:23][C:24]=4[C:25]([C:28]4[CH:33]=[C:32]([O:34][CH3:35])[CH:31]=[CH:30]C=4Cl)=[CH:26][CH:27]=3)=[O:17])C=CC=2)CC1)C.[CH2:37]([Cl:39])Cl.CO, predict the reaction product. The product is: [NH:20]1[CH:19]=[CH:24][N:23]=[C:11]1[NH:15][C:16]([C:18]1[C:19]2[N:20]=[CH:21][CH:22]=[N:23][C:24]=2[C:25]([C:28]2[CH:33]=[C:32]([O:34][CH3:35])[CH:31]=[CH:30][C:37]=2[Cl:39])=[CH:26][CH:27]=1)=[O:17].